This data is from Catalyst prediction with 721,799 reactions and 888 catalyst types from USPTO. The task is: Predict which catalyst facilitates the given reaction. (1) Reactant: [NH:1]1[CH2:6][CH2:5][CH:4]([N:7]2[C:11]3[CH:12]=[CH:13][CH:14]=[CH:15][C:10]=3[NH:9][C:8]2=[S:16])[CH2:3][CH2:2]1.N1C=CC=CC=1.[CH2:23]([C:27]1[CH:35]=[CH:34][C:30]([C:31](Cl)=[O:32])=[CH:29][CH:28]=1)[CH2:24][CH2:25][CH3:26]. Product: [CH2:23]([C:27]1[CH:28]=[CH:29][C:30]([C:31]([N:1]2[CH2:2][CH2:3][CH:4]([N:7]3[C:11]4[CH:12]=[CH:13][CH:14]=[CH:15][C:10]=4[NH:9][C:8]3=[S:16])[CH2:5][CH2:6]2)=[O:32])=[CH:34][CH:35]=1)[CH2:24][CH2:25][CH3:26]. The catalyst class is: 2. (2) Reactant: [F:1][CH:2]([F:19])[C:3]1[CH:11]=[C:10]2[C:6]([CH2:7][CH2:8][N:9]2[C:12]([O:14][C:15]([CH3:18])([CH3:17])[CH3:16])=[O:13])=[CH:5][CH:4]=1.[Br:20]N1C(=O)CCC1=O.CCOC(C)=O. Product: [Br:20][C:4]1[CH:5]=[C:6]2[C:10](=[CH:11][C:3]=1[CH:2]([F:1])[F:19])[N:9]([C:12]([O:14][C:15]([CH3:16])([CH3:18])[CH3:17])=[O:13])[CH2:8][CH2:7]2. The catalyst class is: 3. (3) Reactant: C(OC([N:8]1[CH2:13][CH2:12][CH:11]([C:14](=[S:16])[NH2:15])[CH2:10][CH2:9]1)=O)(C)(C)C.[Br:17][CH2:18][C:19]([C:21]1[CH:26]=[CH:25][CH:24]=[CH:23][CH:22]=1)=O. Product: [BrH:17].[C:21]1([C:19]2[N:15]=[C:14]([CH:11]3[CH2:10][CH2:9][NH:8][CH2:13][CH2:12]3)[S:16][CH:18]=2)[CH:26]=[CH:25][CH:24]=[CH:23][CH:22]=1. The catalyst class is: 5.